Dataset: Reaction yield outcomes from USPTO patents with 853,638 reactions. Task: Predict the reaction yield, written as a fraction of the theoretical maximum amount of product (1.0 means a 100% yield; for example, 0.34 means a 34% yield). (1) The reactants are [CH3:1][C:2]([C:6]1[CH:11]=[CH:10][C:9]([N+:12]([O-:14])=[O:13])=[CH:8][CH:7]=1)([CH3:5])[CH2:3][NH2:4].[OH-].[Na+].[CH3:17][C:18]([O:21][C:22](O[C:22]([O:21][C:18]([CH3:20])([CH3:19])[CH3:17])=[O:23])=[O:23])([CH3:20])[CH3:19].OS([O-])(=O)=O.[K+]. The catalyst is O1CCOCC1.O. The product is [CH3:5][C:2]([C:6]1[CH:11]=[CH:10][C:9]([N+:12]([O-:14])=[O:13])=[CH:8][CH:7]=1)([CH3:1])[CH2:3][NH:4][C:22](=[O:23])[O:21][C:18]([CH3:20])([CH3:19])[CH3:17]. The yield is 0.800. (2) The reactants are [Br:1][C:2]1[CH:7]=[CH:6][C:5]([NH2:8])=[C:4]([C:9]2[CH2:14][CH2:13][C:12]([CH3:16])([CH3:15])[CH2:11][CH:10]=2)[CH:3]=1.[K+].[C:18]([C:20]1[N:21]=[C:22]([C:33]([O-])=[O:34])[N:23]([CH2:25][O:26][CH2:27][CH2:28][Si:29]([CH3:32])([CH3:31])[CH3:30])[CH:24]=1)#[N:19].CCN(C(C)C)C(C)C.C1CN([P+](Br)(N2CCCC2)N2CCCC2)CC1.F[P-](F)(F)(F)(F)F. The catalyst is C(Cl)Cl. The product is [Br:1][C:2]1[CH:7]=[CH:6][C:5]([NH:8][C:33]([C:22]2[N:23]([CH2:25][O:26][CH2:27][CH2:28][Si:29]([CH3:32])([CH3:31])[CH3:30])[CH:24]=[C:20]([C:18]#[N:19])[N:21]=2)=[O:34])=[C:4]([C:9]2[CH2:14][CH2:13][C:12]([CH3:16])([CH3:15])[CH2:11][CH:10]=2)[CH:3]=1. The yield is 0.860.